This data is from Full USPTO retrosynthesis dataset with 1.9M reactions from patents (1976-2016). The task is: Predict the reactants needed to synthesize the given product. Given the product [Cl:13][C:14]1[C:22]2[CH:21]=[C:20]3[C:19](=[CH:18][C:17]=2[N:16]([C:34]([C:47]2[CH:52]=[CH:51][CH:50]=[CH:49][CH:48]=2)([C:35]2[CH:36]=[CH:37][CH:38]=[CH:39][CH:40]=2)[C:41]2[CH:42]=[CH:43][CH:44]=[CH:45][CH:46]=2)[N:15]=1)[NH:33][C:2](=[O:4])[N:24]([C@@H:25]([C:27]1[CH:28]=[CH:29][CH:30]=[CH:31][CH:32]=1)[CH3:26])[CH2:23]3, predict the reactants needed to synthesize it. The reactants are: Cl[C:2](Cl)([O:4]C(=O)OC(Cl)(Cl)Cl)Cl.[Cl:13][C:14]1[C:22]2[C:17](=[CH:18][C:19]([NH2:33])=[C:20]([CH2:23][NH:24][C@@H:25]([C:27]3[CH:32]=[CH:31][CH:30]=[CH:29][CH:28]=3)[CH3:26])[CH:21]=2)[N:16]([C:34]([C:47]2[CH:52]=[CH:51][CH:50]=[CH:49][CH:48]=2)([C:41]2[CH:46]=[CH:45][CH:44]=[CH:43][CH:42]=2)[C:35]2[CH:40]=[CH:39][CH:38]=[CH:37][CH:36]=2)[N:15]=1.